This data is from Forward reaction prediction with 1.9M reactions from USPTO patents (1976-2016). The task is: Predict the product of the given reaction. (1) Given the reactants Br[C:2]1[C:3]([N:22]2[CH2:26][CH2:25][C@H:24]([CH2:27][OH:28])[CH2:23]2)=[N:4][CH:5]=[C:6]([CH:21]=1)[C:7]([NH:9][C:10]1[CH:15]=[CH:14][C:13]([S:16][C:17]([F:20])([F:19])[F:18])=[CH:12][CH:11]=1)=[O:8].O1CCCCC1[N:35]1[C:39](B2OC(C)(C)C(C)(C)O2)=[CH:38][CH:37]=[N:36]1, predict the reaction product. The product is: [OH:28][CH2:27][C@H:24]1[CH2:25][CH2:26][N:22]([C:3]2[C:2]([C:37]3[NH:36][N:35]=[CH:39][CH:38]=3)=[CH:21][C:6]([C:7]([NH:9][C:10]3[CH:15]=[CH:14][C:13]([S:16][C:17]([F:20])([F:19])[F:18])=[CH:12][CH:11]=3)=[O:8])=[CH:5][N:4]=2)[CH2:23]1. (2) Given the reactants Br[C:2]1[CH:3]=[C:4]2[C:10]([C:11]3[CH:12]=[N:13][N:14]([CH3:16])[CH:15]=3)=[CH:9][N:8]([S:17]([C:20]3[CH:25]=[CH:24][CH:23]=[CH:22][CH:21]=3)(=[O:19])=[O:18])[C:5]2=[N:6][CH:7]=1.[Cl-].[Li+].[C:28]1(C)[CH:33]=[CH:32][CH:31]=[CH:30][CH:29]=1.[C:35]([O-])([O-])=[O:36].[Na+].[Na+], predict the reaction product. The product is: [CH3:35][O:36][C:28]1[CH2:33][CH2:32][CH2:31][CH2:30][C:29]=1[C:2]1[CH:3]=[C:4]2[C:10]([C:11]3[CH:12]=[N:13][N:14]([CH3:16])[CH:15]=3)=[CH:9][N:8]([S:17]([C:20]3[CH:21]=[CH:22][CH:23]=[CH:24][CH:25]=3)(=[O:19])=[O:18])[C:5]2=[N:6][CH:7]=1. (3) Given the reactants N1C=CC=CC=1.[OH:7][C:8]1[CH:9]=[C:10]2[C:15](=[CH:16][C:17]=1[O:18][CH3:19])[N:14]=[CH:13][NH:12][C:11]2=[O:20].[C:21](OC(=O)C)(=[O:23])[CH3:22], predict the reaction product. The product is: [C:21]([O:7][C:8]1[CH:9]=[C:10]2[C:15](=[CH:16][C:17]=1[O:18][CH3:19])[N:14]=[CH:13][NH:12][C:11]2=[O:20])(=[O:23])[CH3:22]. (4) Given the reactants [CH2:1]([O:8][C:9](=[O:15])[CH2:10][CH2:11][C:12](O)=[O:13])[C:2]1[CH:7]=[CH:6][CH:5]=[CH:4][CH:3]=1.O1CCCC1.C(Cl)(=O)C([Cl:24])=O, predict the reaction product. The product is: [CH2:1]([O:8][C:9](=[O:15])[CH2:10][CH2:11][C:12]([Cl:24])=[O:13])[C:2]1[CH:7]=[CH:6][CH:5]=[CH:4][CH:3]=1. (5) Given the reactants Br.Br[CH2:3][C:4]1[C:13]2[C:8](=[CH:9][CH:10]=[CH:11][CH:12]=2)[CH:7]=[CH:6][N:5]=1.C(=O)([O-])[O-].[K+].[K+].[C:20]([O:24][C:25]([N:27]1[CH2:33][CH2:32][CH2:31][N:30]([C:34]2[N:42]([CH2:43][CH:44]=[C:45]([CH3:47])[CH3:46])[C:41]3[C:40](=[O:48])[NH:39][C:38](=[O:49])[N:37]([CH3:50])[C:36]=3[C:35]=2[C:51]#[N:52])[CH2:29][CH2:28]1)=[O:26])([CH3:23])([CH3:22])[CH3:21], predict the reaction product. The product is: [C:20]([O:24][C:25]([N:27]1[CH2:33][CH2:32][CH2:31][N:30]([C:34]2[N:42]([CH2:43][CH:44]=[C:45]([CH3:46])[CH3:47])[C:41]3[C:40](=[O:48])[N:39]([CH2:3][C:4]4[C:13]5[C:8](=[CH:9][CH:10]=[CH:11][CH:12]=5)[CH:7]=[CH:6][N:5]=4)[C:38](=[O:49])[N:37]([CH3:50])[C:36]=3[C:35]=2[C:51]#[N:52])[CH2:29][CH2:28]1)=[O:26])([CH3:21])([CH3:22])[CH3:23]. (6) Given the reactants [CH3:1][O:2][C:3](=[O:22])[C:4]([NH:14][C:15]([O:17][C:18]([CH3:21])([CH3:20])[CH3:19])=[O:16])=[CH:5][C:6]1[CH:11]=[C:10]([F:12])[CH:9]=[CH:8][C:7]=1[F:13], predict the reaction product. The product is: [CH3:1][O:2][C:3](=[O:22])[C@H:4]([NH:14][C:15]([O:17][C:18]([CH3:20])([CH3:19])[CH3:21])=[O:16])[CH2:5][C:6]1[CH:11]=[C:10]([F:12])[CH:9]=[CH:8][C:7]=1[F:13].